This data is from Reaction yield outcomes from USPTO patents with 853,638 reactions. The task is: Predict the reaction yield, written as a fraction of the theoretical maximum amount of product (1.0 means a 100% yield; for example, 0.34 means a 34% yield). The reactants are [ClH:1].[Cl:2][CH2:3][C:4]1[N:5]=[CH:6][N:7]([CH2:9][CH3:10])[CH:8]=1.[C:11]1([P:17]([C:24]2[CH:29]=[CH:28][CH:27]=[CH:26][CH:25]=2)[C:18]2[CH:23]=[CH:22][CH:21]=[CH:20][CH:19]=2)[CH:16]=[CH:15][CH:14]=[CH:13][CH:12]=1. The catalyst is C(#N)C. The product is [ClH:2].[Cl-:1].[CH2:9]([N:7]1[CH:8]=[C:4]([CH2:3][P+:17]([C:18]2[CH:19]=[CH:20][CH:21]=[CH:22][CH:23]=2)([C:24]2[CH:29]=[CH:28][CH:27]=[CH:26][CH:25]=2)[C:11]2[CH:12]=[CH:13][CH:14]=[CH:15][CH:16]=2)[N:5]=[CH:6]1)[CH3:10]. The yield is 0.680.